Dataset: Reaction yield outcomes from USPTO patents with 853,638 reactions. Task: Predict the reaction yield, written as a fraction of the theoretical maximum amount of product (1.0 means a 100% yield; for example, 0.34 means a 34% yield). (1) The reactants are [F:1][C:2]([F:19])([F:18])[O:3][C:4]1[CH:5]=[C:6](/[CH:10]=[N:11]/[S@:12]([C:14]([CH3:17])([CH3:16])[CH3:15])=[O:13])[CH:7]=[CH:8][CH:9]=1.[CH3:20][Mg]Br. The catalyst is C1COCC1. The product is [F:19][C:2]([F:1])([F:18])[O:3][C:4]1[CH:5]=[C:6]([C@H:10]([NH:11][S@:12]([C:14]([CH3:16])([CH3:15])[CH3:17])=[O:13])[CH3:20])[CH:7]=[CH:8][CH:9]=1. The yield is 0.500. (2) The reactants are [O:1]=[C:2]1[C:7]([CH2:8][C:9]2[CH:14]=[CH:13][C:12]([C:15]3[C:16]([C:21]#[N:22])=[CH:17][CH:18]=[CH:19][CH:20]=3)=[CH:11][CH:10]=2)=[C:6]([CH2:23][CH2:24][CH3:25])[N:5]2[N:26]=[CH:27][N:28]=[C:4]2[N:3]1[CH:29]1[CH2:34][CH2:33][CH:32]([O:35][CH2:36][CH:37]=[CH2:38])[CH2:31][CH2:30]1.ClC1C=CC=C(C(OO)=[O:47])C=1.C(=O)([O-])O.[Na+].S([O-])([O-])(=O)=S.[Na+].[Na+]. The catalyst is C(#N)C. The product is [O:47]1[CH2:38][CH:37]1[CH2:36][O:35][C@H:32]1[CH2:31][CH2:30][C@H:29]([N:3]2[C:2](=[O:1])[C:7]([CH2:8][C:9]3[CH:10]=[CH:11][C:12]([C:15]4[C:16]([C:21]#[N:22])=[CH:17][CH:18]=[CH:19][CH:20]=4)=[CH:13][CH:14]=3)=[C:6]([CH2:23][CH2:24][CH3:25])[N:5]3[N:26]=[CH:27][N:28]=[C:4]23)[CH2:34][CH2:33]1. The yield is 0.200. (3) The reactants are Cl[C:2]1[N:11]=[CH:10][C:9]2[N:8]([CH3:12])[C:7](=[O:13])[C@@H:6]([CH2:14][CH3:15])[N:5]([CH:16]3[CH2:20][CH2:19][CH2:18][CH2:17]3)[C:4]=2[N:3]=1.[NH2:21][C:22]1[CH:37]=[CH:36][C:25]([C:26]([NH:28][CH:29]2[CH2:34][CH2:33][N:32]([CH3:35])[CH2:31][CH2:30]2)=[O:27])=[C:24]([F:38])[CH:23]=1.C1(C)C=CC(S(O)(=O)=O)=CC=1. The catalyst is CC(C)CC(O)C.C(Cl)Cl. The product is [CH:16]1([N:5]2[C:4]3[N:3]=[C:2]([NH:21][C:22]4[CH:37]=[CH:36][C:25]([C:26]([NH:28][CH:29]5[CH2:30][CH2:31][N:32]([CH3:35])[CH2:33][CH2:34]5)=[O:27])=[C:24]([F:38])[CH:23]=4)[N:11]=[CH:10][C:9]=3[N:8]([CH3:12])[C:7](=[O:13])[C@H:6]2[CH2:14][CH3:15])[CH2:20][CH2:19][CH2:18][CH2:17]1. The yield is 0.660. (4) The reactants are Cl[C:2]1[C:11]([CH3:12])=[CH:10][C:9]2[C:4](=[CH:5][CH:6]=[C:7]([O:13][CH3:14])[CH:8]=2)[N:3]=1.[NH:15]1[C:19]([C:20]2[CH:25]=[CH:24][C:23](B(O)O)=[CH:22][CH:21]=2)=[N:18][N:17]=[N:16]1.C([O-])([O-])=O.[K+].[K+].COCCOCCO.Cl. The catalyst is [OH-].[Na+].C1C=CC(P(C2C=CC=CC=2)[C-]2C=CC=C2)=CC=1.C1C=CC(P(C2C=CC=CC=2)[C-]2C=CC=C2)=CC=1.Cl[Pd]Cl.[Fe+2].O. The product is [NH:18]1[C:19]([C:20]2[CH:25]=[CH:24][C:23]([C:2]3[C:11]([CH3:12])=[CH:10][C:9]4[C:4](=[CH:5][CH:6]=[C:7]([O:13][CH3:14])[CH:8]=4)[N:3]=3)=[CH:22][CH:21]=2)=[N:15][N:16]=[N:17]1. The yield is 0.840. (5) The reactants are Cl[C:2]1[CH:11]=[CH:10][C:9]2[NH:8][C:7]3[C:12](=[O:16])[NH:13][CH:14]=[N:15][C:6]=3[C:5]([CH2:21][CH2:22][CH:23]3[CH2:25][CH2:24]3)([C:17]([F:20])([F:19])[F:18])[C:4]=2[CH:3]=1.[CH3:26][N:27]1C(=O)CCC1. The catalyst is [C-]#N.[C-]#N.[Zn+2].[Zn]. The product is [C:26]([C:2]1[CH:11]=[CH:10][C:9]2[NH:8][C:7]3[C:12](=[O:16])[NH:13][CH:14]=[N:15][C:6]=3[C:5]([CH2:21][CH2:22][CH:23]3[CH2:24][CH2:25]3)([C:17]([F:18])([F:20])[F:19])[C:4]=2[CH:3]=1)#[N:27]. The yield is 0.460. (6) The reactants are [Cl:1][C:2]1[CH:7]=[CH:6][C:5]([NH:8][C:9]2[S:10][C:11]([C:14](O)=O)=[CH:12][N:13]=2)=[CH:4][CH:3]=1.[CH2:17]([NH:20][C:21]1[C:22]([NH2:27])=[CH:23][CH:24]=[CH:25][CH:26]=1)[CH2:18][CH3:19]. No catalyst specified. The product is [Cl:1][C:2]1[CH:7]=[CH:6][C:5]([NH:8][C:9]2[S:10][C:11]([C:14]3[N:20]([CH2:17][CH2:18][CH3:19])[C:21]4[CH:26]=[CH:25][CH:24]=[CH:23][C:22]=4[N:27]=3)=[CH:12][N:13]=2)=[CH:4][CH:3]=1. The yield is 0.0400. (7) The yield is 0.850. The reactants are [CH2:1]([O:3][C:4](=[O:13])[C:5](=[CH:9]N(C)C)[C:6](=O)[CH3:7])[CH3:2].[N:14]1[CH:19]=[CH:18][CH:17]=[CH:16][C:15]=1[NH:20][NH2:21]. The catalyst is C(O)C. The product is [CH2:1]([O:3][C:4]([C:5]1[CH:9]=[N:21][N:20]([C:15]2[CH:16]=[CH:17][CH:18]=[CH:19][N:14]=2)[C:6]=1[CH3:7])=[O:13])[CH3:2].